Dataset: Peptide-MHC class I binding affinity with 185,985 pairs from IEDB/IMGT. Task: Regression. Given a peptide amino acid sequence and an MHC pseudo amino acid sequence, predict their binding affinity value. This is MHC class I binding data. (1) The peptide sequence is ALEKGIKDV. The MHC is HLA-A02:01 with pseudo-sequence HLA-A02:01. The binding affinity (normalized) is 0.196. (2) The peptide sequence is ALAVLSKCY. The MHC is HLA-A23:01 with pseudo-sequence HLA-A23:01. The binding affinity (normalized) is 0.296. (3) The peptide sequence is PLFPGITRV. The MHC is HLA-B39:01 with pseudo-sequence HLA-B39:01. The binding affinity (normalized) is 0.0847. (4) The peptide sequence is ILKNSQGEEV. The MHC is HLA-A68:02 with pseudo-sequence HLA-A68:02. The binding affinity (normalized) is 0.286. (5) The peptide sequence is AQVHQGLM. The MHC is Mamu-B08 with pseudo-sequence Mamu-B08. The binding affinity (normalized) is 0. (6) The MHC is HLA-A02:02 with pseudo-sequence HLA-A02:02. The peptide sequence is SLSSQLSNL. The binding affinity (normalized) is 1.00.